From a dataset of Catalyst prediction with 721,799 reactions and 888 catalyst types from USPTO. Predict which catalyst facilitates the given reaction. Reactant: [NH2:1][C:2]1[CH:25]=[CH:24][CH:23]=[CH:22][C:3]=1[O:4][CH2:5][CH:6]([OH:21])[CH2:7][N:8]1[CH2:12][CH2:11][CH:10]([O:13][C:14]2[CH:19]=[CH:18][C:17]([Cl:20])=[CH:16][CH:15]=2)[CH2:9]1.C(N(CC)CC)C.[F:33][C:34]([F:45])([F:44])[C:35](O[C:35](=[O:36])[C:34]([F:45])([F:44])[F:33])=[O:36].Cl. Product: [ClH:20].[Cl:20][C:17]1[CH:18]=[CH:19][C:14]([O:13][CH:10]2[CH2:11][CH2:12][N:8]([CH2:7][CH:6]([OH:21])[CH2:5][O:4][C:3]3[CH:22]=[CH:23][CH:24]=[CH:25][C:2]=3[NH:1][C:35](=[O:36])[C:34]([F:45])([F:44])[F:33])[CH2:9]2)=[CH:15][CH:16]=1. The catalyst class is: 4.